This data is from Full USPTO retrosynthesis dataset with 1.9M reactions from patents (1976-2016). The task is: Predict the reactants needed to synthesize the given product. Given the product [CH3:22][C:23]1([C:37]([OH:39])=[O:38])[CH2:24][CH2:25][N:26]([C:29]2[CH2:36][C:32]3([CH2:35][N:34]([CH2:5][C:4]4[CH:3]=[C:2]([O:1][CH:13]([C:15]5[CH:20]=[CH:19][CH:18]=[CH:17][CH:16]=5)[CH3:14])[CH:10]=[C:9]([CH3:11])[CH:8]=4)[CH2:33]3)[O:31][N:30]=2)[CH2:27][CH2:28]1, predict the reactants needed to synthesize it. The reactants are: [OH:1][C:2]1[CH:3]=[C:4]([CH:8]=[C:9]([CH3:11])[CH:10]=1)[C:5](O)=O.Br[CH:13]([C:15]1[CH:20]=[CH:19][CH:18]=[CH:17][CH:16]=1)[CH3:14].Cl.[CH3:22][C:23]1([C:37]([O:39]CC)=[O:38])[CH2:28][CH2:27][N:26]([C:29]2[CH2:36][C:32]3([CH2:35][NH:34][CH2:33]3)[O:31][N:30]=2)[CH2:25][CH2:24]1.